From a dataset of Catalyst prediction with 721,799 reactions and 888 catalyst types from USPTO. Predict which catalyst facilitates the given reaction. (1) Reactant: [NH2:1][C:2]1[N:7]=[CH:6][N:5]=[C:4]2[N:8]([CH:33]3[CH2:38][CH2:37][NH:36][CH2:35][CH2:34]3)[N:9]=[C:10]([C:11]3[CH:16]=[CH:15][C:14]([NH:17][C:18](=[O:30])[C:19]4[CH:24]=[CH:23][C:22]([C:25]([F:28])([F:27])[F:26])=[CH:21][C:20]=4[F:29])=[C:13]([O:31][CH3:32])[CH:12]=3)[C:3]=12.[C:39]([OH:46])(=[O:45])/[CH:40]=[CH:41]\[C:42]([OH:44])=[O:43]. Product: [C:39]([OH:46])(=[O:45])/[CH:40]=[CH:41]\[C:42]([OH:44])=[O:43].[C:39]([OH:46])(=[O:45])/[CH:40]=[CH:41]\[C:42]([OH:44])=[O:43].[NH2:1][C:2]1[N:7]=[CH:6][N:5]=[C:4]2[N:8]([CH:33]3[CH2:38][CH2:37][NH:36][CH2:35][CH2:34]3)[N:9]=[C:10]([C:11]3[CH:16]=[CH:15][C:14]([NH:17][C:18](=[O:30])[C:19]4[CH:24]=[CH:23][C:22]([C:25]([F:28])([F:26])[F:27])=[CH:21][C:20]=4[F:29])=[C:13]([O:31][CH3:32])[CH:12]=3)[C:3]=12. The catalyst class is: 13. (2) Reactant: [Cl:1][C:2]1[CH:3]=[C:4]([CH:7]=[CH:8][C:9]=1[Cl:10])[CH:5]=O.[N+:11]([CH3:14])([O-:13])=[O:12].[OH-].[Na+]. Product: [Cl:10][C:9]1[CH:8]=[CH:7][C:4](/[CH:5]=[CH:14]/[N+:11]([O-:13])=[O:12])=[CH:3][C:2]=1[Cl:1]. The catalyst class is: 8. (3) Reactant: C(OC(=O)[NH:10][CH2:11][CH2:12][CH2:13][CH2:14][C:15]1[CH:20]=[CH:19][C:18]([O:21][CH2:22][CH2:23][CH2:24][C:25]#[N:26])=[CH:17][CH:16]=1)C1C=CC=CC=1.CO[CH:30](OC)[CH2:31][NH2:32]. Product: [NH:32]1[CH:31]=[CH:30][N:26]=[C:25]1[CH2:24][CH2:23][CH2:22][O:21][C:18]1[CH:17]=[CH:16][C:15]([CH2:14][CH2:13][CH2:12][CH2:11][NH2:10])=[CH:20][CH:19]=1. The catalyst class is: 8. (4) Reactant: C[O:2][C:3](=[O:44])[C@@H:4]([NH:14][C:15]([C:17]1[N:18]=[C:19]([CH2:38][CH:39]2[CH2:43][CH2:42][CH2:41][CH2:40]2)[C:20]2[C:25]([CH:26]=1)=[CH:24][CH:23]=[C:22]([O:27][C:28]1[CH:33]=[CH:32][C:31]([C:34]([CH3:37])([CH3:36])[CH3:35])=[CH:30][CH:29]=1)[CH:21]=2)=[O:16])[CH2:5][C:6]1[S:7][C:8]([C:11]([CH3:13])=[CH2:12])=[CH:9][CH:10]=1. Product: [C:34]([C:31]1[CH:30]=[CH:29][C:28]([O:27][C:22]2[CH:21]=[C:20]3[C:25]([CH:26]=[C:17]([C:15]([NH:14][C@@H:4]([CH2:5][C:6]4[S:7][C:8]([CH:11]([CH3:12])[CH3:13])=[CH:9][CH:10]=4)[C:3]([OH:44])=[O:2])=[O:16])[N:18]=[C:19]3[CH2:38][CH:39]3[CH2:40][CH2:41][CH2:42][CH2:43]3)=[CH:24][CH:23]=2)=[CH:33][CH:32]=1)([CH3:36])([CH3:35])[CH3:37]. The catalyst class is: 45. (5) Reactant: [CH3:1][O:2][C:3](=[O:31])[C:4]1[CH:9]=[CH:8][C:7]([CH2:10][O:11][C:12]2[CH:17]=[C:16]([CH3:18])[C:15]([CH3:19])=[CH:14][C:13]=2[NH:20][S:21]([C:24]2[O:25][C:26]([CH3:29])=[CH:27][CH:28]=2)(=[O:23])=[O:22])=[C:6]([CH3:30])[CH:5]=1.C(=O)([O-])[O-].[Cs+].[Cs+].[CH2:38](I)[CH:39]([CH3:41])[CH3:40].C(OCC)(=O)C.O. Product: [CH3:1][O:2][C:3](=[O:31])[C:4]1[CH:9]=[CH:8][C:7]([CH2:10][O:11][C:12]2[CH:17]=[C:16]([CH3:18])[C:15]([CH3:19])=[CH:14][C:13]=2[N:20]([CH2:38][CH:39]([CH3:41])[CH3:40])[S:21]([C:24]2[O:25][C:26]([CH3:29])=[CH:27][CH:28]=2)(=[O:23])=[O:22])=[C:6]([CH3:30])[CH:5]=1. The catalyst class is: 80. (6) Reactant: [Cl:1][C:2]1[CH:7]=[C:6]([C:8]2C(F)=[C:10]([CH:13]=[CH:14][CH:15]=2)[C:11]#[N:12])[N:5]=[C:4]2[N:17]([CH3:20])[N:18]=[CH:19][C:3]=12.C([NH:24]O)(=O)C.[C:26](=[O:29])([O-])[O-].[K+].[K+]. Product: [Cl:1][C:2]1[CH:7]=[C:6]([C:8]2[C:26]3[O:29][N:24]=[C:11]([NH2:12])[C:10]=3[CH:13]=[CH:14][CH:15]=2)[N:5]=[C:4]2[N:17]([CH3:20])[N:18]=[CH:19][C:3]=12. The catalyst class is: 9. (7) The catalyst class is: 109. Reactant: Br[C:2]1[CH:3]=[CH:4][C:5]2[C:6]3[CH2:15][CH2:14][CH2:13][C:7]=3[C:8](=[O:12])[NH:9][C:10]=2[CH:11]=1.C([Sn](CCCC)(CCCC)[C:21]1[O:22][CH:23]=[CH:24][CH:25]=1)CCC. Product: [O:22]1[CH:23]=[CH:24][CH:25]=[C:21]1[C:2]1[CH:3]=[CH:4][C:5]2[C:6]3[CH2:15][CH2:14][CH2:13][C:7]=3[C:8](=[O:12])[NH:9][C:10]=2[CH:11]=1.